Dataset: Forward reaction prediction with 1.9M reactions from USPTO patents (1976-2016). Task: Predict the product of the given reaction. (1) Given the reactants [Cl:1][C:2]1[CH:33]=[CH:32][C:5]([O:6][C:7]2[CH:12]=[CH:11][C:10]([N:13]3[CH:17]([C:18]4[CH:23]=[CH:22][CH:21]=[C:20]([OH:24])[CH:19]=4)[CH2:16][N:15]([CH2:25][CH2:26][S:27]([CH3:30])(=[O:29])=[O:28])[C:14]3=[O:31])=[CH:9][CH:8]=2)=[CH:4][CH:3]=1, predict the reaction product. The product is: [C:17]([C:18]1[CH:23]=[CH:22][CH:21]=[CH:20][C:19]=1[O:24][C:20]1[CH:19]=[C:18]([CH:17]2[CH2:16][N:15]([CH2:25][CH2:26][S:27]([CH3:30])(=[O:28])=[O:29])[C:14](=[O:31])[N:13]2[C:10]2[CH:9]=[CH:8][C:7]([O:6][C:5]3[CH:4]=[CH:3][C:2]([Cl:1])=[CH:33][CH:32]=3)=[CH:12][CH:11]=2)[CH:23]=[CH:22][CH:21]=1)#[N:13]. (2) Given the reactants C[Mg]Br.[F:4][C:5]1[C:6](C#N)=[N:7][CH:8]=[C:9]([F:11])[CH:10]=1.Cl.CCO[C:18]([CH3:20])=[O:19], predict the reaction product. The product is: [F:4][C:5]1[C:6]([C:18](=[O:19])[CH3:20])=[N:7][CH:8]=[C:9]([F:11])[CH:10]=1. (3) Given the reactants [CH2:1]([S:3]([C:6]1[CH:11]=[CH:10][C:9]([O:12][CH3:13])=[C:8]([N:14]=[C:15]=[S:16])[CH:7]=1)(=[O:5])=[O:4])[CH3:2].[N:17](C1C=C(C=CC=1OC)C#N)=C=S.CC1C=CC(C(N)=O)=CC=1NC(N)=S.N, predict the reaction product. The product is: [CH2:1]([S:3]([C:6]1[CH:11]=[CH:10][C:9]([O:12][CH3:13])=[C:8]([NH:14][C:15]([NH2:17])=[S:16])[CH:7]=1)(=[O:4])=[O:5])[CH3:2]. (4) Given the reactants C(OC([N:8]1[CH2:13][CH2:12][N:11]([S:14]([C:17]2[CH:22]=[CH:21][C:20]([C:23]([F:26])([F:25])[F:24])=[CH:19][CH:18]=2)(=[O:16])=[O:15])[C@@H:10]([C:27](=[O:39])[NH:28][CH2:29][C:30]2[CH:35]=[CH:34][C:33]([CH:36]([CH3:38])[CH3:37])=[CH:32][CH:31]=2)[CH2:9]1)=O)(C)(C)C.[ClH:40].C(OCC)(=O)C.C(OC(C)C)(C)C, predict the reaction product. The product is: [ClH:40].[CH:36]([C:33]1[CH:32]=[CH:31][C:30]([CH2:29][NH:28][C:27]([C@H:10]2[CH2:9][NH:8][CH2:13][CH2:12][N:11]2[S:14]([C:17]2[CH:22]=[CH:21][C:20]([C:23]([F:26])([F:24])[F:25])=[CH:19][CH:18]=2)(=[O:16])=[O:15])=[O:39])=[CH:35][CH:34]=1)([CH3:38])[CH3:37]. (5) Given the reactants [N+:1]([O-:4])(O)=[O:2].[F:5][C:6]1[CH:16]=[C:15]([F:17])[CH:14]=[CH:13][C:7]=1[C:8]([O:10][CH2:11][CH3:12])=[O:9], predict the reaction product. The product is: [F:5][C:6]1[CH:16]=[C:15]([F:17])[C:14]([N+:1]([O-:4])=[O:2])=[CH:13][C:7]=1[C:8]([O:10][CH2:11][CH3:12])=[O:9]. (6) Given the reactants [H-].[Na+].[CH:3]1[C:8]2[C:9]3[NH:10][C:11]4[C:16]([C:17]=3[CH2:18][CH2:19][S:20][C:7]=2[CH:6]=[CH:5][CH:4]=1)=[CH:15][CH:14]=[CH:13][CH:12]=4.Br[CH2:22][CH2:23][CH2:24][CH2:25][CH2:26][Cl:27].O, predict the reaction product. The product is: [Cl:27][CH2:26][CH2:25][CH2:24][CH2:23][CH2:22][N:10]1[C:11]2[C:16](=[CH:15][CH:14]=[CH:13][CH:12]=2)[C:17]2[CH2:18][CH2:19][S:20][C:7]3[CH:6]=[CH:5][CH:4]=[CH:3][C:8]=3[C:9]1=2. (7) Given the reactants Br[CH2:2][C:3]([C:5]1[S:6][CH:7]=[CH:8][N:9]=1)=[O:4].[NH:10]1[CH:14]=[CH:13][N:12]=[CH:11]1, predict the reaction product. The product is: [N:10]1([CH2:2][C:3]([C:5]2[S:6][CH:7]=[CH:8][N:9]=2)=[O:4])[CH:14]=[CH:13][N:12]=[CH:11]1. (8) The product is: [Cl:17][C:12]1[CH:13]=[CH:14][CH:15]=[CH:16][C:11]=1[CH2:10][C@H:9]([NH:8][C:6](=[O:7])[O:5][C:1]([CH3:2])([CH3:3])[CH3:4])[C:18]([N:55]1[CH2:56][CH2:57][CH:52]([N:43]2[N:42]=[C:41]([C:35]3[CH:36]=[CH:37][C:38]([O:39][CH3:40])=[C:33]([O:32][CH3:31])[CH:34]=3)[C@@H:50]3[C@@H:45]([CH2:46][CH2:47][CH2:48][CH2:49]3)[C:44]2=[O:51])[CH2:53][CH2:54]1)=[O:20]. Given the reactants [C:1]([O:5][C:6]([NH:8][C@H:9]([C:18]([OH:20])=O)[CH2:10][C:11]1[CH:16]=[CH:15][CH:14]=[CH:13][C:12]=1[Cl:17])=[O:7])([CH3:4])([CH3:3])[CH3:2].CCN(C(C)C)C(C)C.Cl.[CH3:31][O:32][C:33]1[CH:34]=[C:35]([C:41]2[C@@H:50]3[C@@H:45]([CH2:46][CH2:47][CH2:48][CH2:49]3)[C:44](=[O:51])[N:43]([CH:52]3[CH2:57][CH2:56][NH:55][CH2:54][CH2:53]3)[N:42]=2)[CH:36]=[CH:37][C:38]=1[O:39][CH3:40].CN(C(ON1N=NC2C=CC=CC1=2)=[N+](C)C)C.F[P-](F)(F)(F)(F)F.C(=O)(O)[O-].[Na+], predict the reaction product. (9) Given the reactants C([Si](C)(C)[O:6][CH2:7][CH2:8][N:9]1[CH2:14][CH2:13][N:12]([C:15]2[N:20]=[CH:19][C:18]([C:21]3[NH:22][C:23](=[O:32])[C:24]4[C:29]([CH:30]=3)=[C:28]([CH3:31])[CH:27]=[CH:26][CH:25]=4)=[CH:17][CH:16]=2)[CH2:11][CH2:10]1)(C)(C)C.CCCC[N+](CCCC)(CCCC)CCCC.[F-].C1COCC1, predict the reaction product. The product is: [OH:6][CH2:7][CH2:8][N:9]1[CH2:14][CH2:13][N:12]([C:15]2[N:20]=[CH:19][C:18]([C:21]3[NH:22][C:23](=[O:32])[C:24]4[C:29]([CH:30]=3)=[C:28]([CH3:31])[CH:27]=[CH:26][CH:25]=4)=[CH:17][CH:16]=2)[CH2:11][CH2:10]1.